The task is: Predict which catalyst facilitates the given reaction.. This data is from Catalyst prediction with 721,799 reactions and 888 catalyst types from USPTO. (1) Reactant: C(OC([N:6]1[CH2:11][CH2:10][C:9]([OH:18])([C:12]2[S:13][C:14]([CH3:17])=[CH:15][CH:16]=2)[CH2:8][CH2:7]1)=O)C.[OH-].[K+]. Product: [OH:18][C:9]1([C:12]2[S:13][C:14]([CH3:17])=[CH:15][CH:16]=2)[CH2:8][CH2:7][NH:6][CH2:11][CH2:10]1. The catalyst class is: 32. (2) The catalyst class is: 537. Reactant: [N:1]1[C:9]2[CH2:8][CH2:7][NH:6][CH2:5][C:4]=2[S:3][C:2]=1[C:10]1([C:16]2[CH:24]=[CH:23][C:19]([C:20]([OH:22])=[O:21])=[CH:18][CH:17]=2)[CH2:15][CH2:14][O:13][CH2:12][CH2:11]1.[CH3:25][C:26](OC(C)=O)=[O:27]. Product: [C:26]([N:6]1[CH2:7][CH2:8][C:9]2[N:1]=[C:2]([C:10]3([C:16]4[CH:24]=[CH:23][C:19]([C:20]([OH:22])=[O:21])=[CH:18][CH:17]=4)[CH2:11][CH2:12][O:13][CH2:14][CH2:15]3)[S:3][C:4]=2[CH2:5]1)(=[O:27])[CH3:25].